This data is from NCI-60 drug combinations with 297,098 pairs across 59 cell lines. The task is: Regression. Given two drug SMILES strings and cell line genomic features, predict the synergy score measuring deviation from expected non-interaction effect. (1) Cell line: UACC62. Drug 2: CC12CCC3C(C1CCC2=O)CC(=C)C4=CC(=O)C=CC34C. Drug 1: CC1=C2C(C(=O)C3(C(CC4C(C3C(C(C2(C)C)(CC1OC(=O)C(C(C5=CC=CC=C5)NC(=O)OC(C)(C)C)O)O)OC(=O)C6=CC=CC=C6)(CO4)OC(=O)C)OC)C)OC. Synergy scores: CSS=44.8, Synergy_ZIP=-2.55, Synergy_Bliss=-3.11, Synergy_Loewe=-3.45, Synergy_HSA=0.869. (2) Drug 1: CC1=C(N=C(N=C1N)C(CC(=O)N)NCC(C(=O)N)N)C(=O)NC(C(C2=CN=CN2)OC3C(C(C(C(O3)CO)O)O)OC4C(C(C(C(O4)CO)O)OC(=O)N)O)C(=O)NC(C)C(C(C)C(=O)NC(C(C)O)C(=O)NCCC5=NC(=CS5)C6=NC(=CS6)C(=O)NCCC[S+](C)C)O. Drug 2: CC1=C(C(=O)C2=C(C1=O)N3CC4C(C3(C2COC(=O)N)OC)N4)N. Cell line: UACC-257. Synergy scores: CSS=13.4, Synergy_ZIP=-3.09, Synergy_Bliss=1.06, Synergy_Loewe=-6.13, Synergy_HSA=0.487. (3) Drug 1: CN(CC1=CN=C2C(=N1)C(=NC(=N2)N)N)C3=CC=C(C=C3)C(=O)NC(CCC(=O)O)C(=O)O. Drug 2: C1CN(CCN1C(=O)CCBr)C(=O)CCBr. Cell line: OVCAR-4. Synergy scores: CSS=16.5, Synergy_ZIP=-7.14, Synergy_Bliss=-13.0, Synergy_Loewe=-47.1, Synergy_HSA=-15.6. (4) Drug 1: CCC1=C2CN3C(=CC4=C(C3=O)COC(=O)C4(CC)O)C2=NC5=C1C=C(C=C5)O. Drug 2: C(CC(=O)O)C(=O)CN.Cl. Cell line: IGROV1. Synergy scores: CSS=11.0, Synergy_ZIP=-5.01, Synergy_Bliss=-1.59, Synergy_Loewe=-6.42, Synergy_HSA=-0.767. (5) Drug 1: CS(=O)(=O)CCNCC1=CC=C(O1)C2=CC3=C(C=C2)N=CN=C3NC4=CC(=C(C=C4)OCC5=CC(=CC=C5)F)Cl. Drug 2: C(CCl)NC(=O)N(CCCl)N=O. Cell line: RPMI-8226. Synergy scores: CSS=2.60, Synergy_ZIP=0.0244, Synergy_Bliss=10.8, Synergy_Loewe=4.74, Synergy_HSA=8.29. (6) Drug 1: CC(CN1CC(=O)NC(=O)C1)N2CC(=O)NC(=O)C2. Drug 2: CC1CCCC2(C(O2)CC(NC(=O)CC(C(C(=O)C(C1O)C)(C)C)O)C(=CC3=CSC(=N3)C)C)C. Cell line: KM12. Synergy scores: CSS=18.3, Synergy_ZIP=-8.21, Synergy_Bliss=-9.65, Synergy_Loewe=-6.03, Synergy_HSA=-6.19.